Dataset: Experimentally validated miRNA-target interactions with 360,000+ pairs, plus equal number of negative samples. Task: Binary Classification. Given a miRNA mature sequence and a target amino acid sequence, predict their likelihood of interaction. (1) The miRNA is hsa-miR-143-5p with sequence GGUGCAGUGCUGCAUCUCUGGU. The protein sequence of the target gene is MPKEKYEPPDPRRMYTIMSSEEAANGKKSHWAELEISGKVRSLSSSLWSLTHLTALHLSDNSLSCIPSDIAKLHNLVYLDLSHNQIQSLPAELGNMVSLRELHLNYNQLRVLPFELGKLFQLQTLSLKGNPLTQDILNLCLEPDGTRRLLNYLLDNLSGTAKRISTEQPPPRSWIMLQEPDRTRPTALFSVMCYNVLCDKYATRQLYGYCPSWALNWDYRKKAIIQEILSCNADIISLQEVETEQYYSFFLVELKERGYNGFFSPKSRARTMSEQERKHVDGCAIFFKTEKFTLVQKHTV.... Result: 0 (no interaction). (2) The miRNA is hsa-miR-3925-5p with sequence AAGAGAACUGAAAGUGGAGCCU. The protein sequence of the target gene is MNPNCARCGKIVYPTEKVNCLDKFWHKACFHCETCKMTLNMKNYKGYEKKPYCNAHYPKQSFTMVADTPENLRLKQQSELQSQVRYKEEFEKNKGKGFSVVADTPELQRIKKTQDQISNIKYHEEFEKSRMGPSGGEGMEPERRDSQDGSSYRRPLEQQQPHHIPTSAPVYQQPQQQPVAQSYGGYKEPAAPVSIQRSAPGGGGKRYRAVYDYSAADEDEVSFQDGDTIVNVQQIDDGWMYGTVERTGDTGMLPANYVEAI. Result: 1 (interaction). (3) The miRNA is hsa-miR-17-5p with sequence CAAAGUGCUUACAGUGCAGGUAG. The protein sequence of the target gene is MMAENNLKMLKIQQCVVANKLPRNRPYVCNICFKHFETPSKLARHYLIHTGQKPFECDVCHKTFRQLVHLERHQLTHSLPFKCSICQRHFKNLKTFVKHQQLHNETYQNNVKQVRRLLEAKQEKSMYGVYNTFTTEERWALHPCSKSDPMYSMKRRKNIHACTICGKMFPSQSKLDRHVLIHTGQRPFKCVLCTKSFRQSTHLKIHQLTHSEERPFQCCFCQKGFKIQSKLLKHKQIHTRNKAFRALLLKKRRTESRPLPNKLNANQGGFENGEIGESEENNPLDVHSIYIVPFQCPKCE.... Result: 1 (interaction). (4) The miRNA is hsa-miR-744-5p with sequence UGCGGGGCUAGGGCUAACAGCA. The protein sequence of the target gene is MPAVSKGDGMRGLAVFISDIRNCKSKEAEIKRINKELANIRSKFKGDKALDGYSKKKYVCKLLFIFLLGHDIDFGHMEAVNLLSSNRYTEKQIGYLFISVLVNSNSELIRLINNAIKNDLASRNPTFMGLALHCIASVGSREMAEAFAGEIPKVLVAGDTMDSVKQSAALCLLRLYRTSPDLVPMGDWTSRVVHLLNDQHLGVVTAATSLITTLAQKNPEEFKTSVSLAVSRLSRIVTSASTDLQDYTYYFVPAPWLSVKLLRLLQCYPPPDPAVRGRLTECLETILNKAQEPPKSKKVQ.... Result: 1 (interaction). (5) The miRNA is mmu-miR-742-3p with sequence GAAAGCCACCAUGCUGGGUAAA. The protein sequence of the target gene is MALDGPEQMELEEGKAGSGLRQYYLSKIEELQLIVNDKSQNLRRLQAQRNELNAKVRLLREELQLLQEQGSYVGEVVRAMDKKKVLVKVHPEGKFVVDVDKNIDINDVTPNCRVALRNDSYTLHKILPNKVDPLVSLMMVEKVPDSTYEMIGGLDKQIKEIKEVIELPVKHPELFEALGIAQPKGVLLYGPPGTGKTLLARAVAHHTDCTFIRVSGSELVQKFIGEGARMVRELFVMAREHAPSIIFMDEIDSIGSSRLEGGSGGDSEVQRTMLELLNQLDGFEATKNIKVIMATNRIDI.... Result: 0 (no interaction). (6) The miRNA is hsa-miR-3162-3p with sequence UCCCUACCCCUCCACUCCCCA. The protein sequence of the target gene is MAKLRVSYEYTEAEDKSIRLGLFLIVSGILSLFIFGFCWLSPALQDLQATAANCTVLSVQQIGEVFECTFTCGTDCRGTSQYPCVQVYVNNSESNSRALLHSDQHQLLTNPKCSYIPPCKRENQKNSESVMNWQQYWKDEIGSQPFTCYFNQHQRPEDVLLQRTHDEIALLHCFLWPVVAFVVGVLIVVLTICAKSLAVKAEAMKKRKFS. Result: 0 (no interaction). (7) The miRNA is hsa-miR-6864-3p with sequence GUGAGACUUCUCUCCCUUCAG. The protein sequence of the target gene is MAAATASPRSLLVLLQVVVLALAQIRGPPGERGPPGPPGPPGVPGSDGIDGDNGPPGKAGPPGPKGEPGKAGPDGPDGKPGIDGLTGAKGEPGPMGIPGVKGQPGLPGPPGLPGPGFAGPPGPPGPVGLPGEIGIRGPKGDPGPDGPSGPPGPPGKPGRPGTIQGLEGSADFLCPTNCPPGMKGPPGLQGVKGHAGKRGILGDPGHQGKPGPKGDVGASGEQGIPGPPGPQGIRGYPGMAGPKGETGPHGYKGMVGAIGATGPPGEEGPRGPPGRAGEKGDEGSPGIRGPQGITGPKGAT.... Result: 1 (interaction). (8) The miRNA is hsa-miR-1264 with sequence CAAGUCUUAUUUGAGCACCUGUU. The protein sequence of the target gene is MAAGCCGVKKQKLSSSPPSGSGGGGGASSSSHCSGESQCRAGELGLGGAGTRLNGLGGLTGGGSGSGCTLSPPQGCGGGGGGIALSPPPSCGVGTLLSTPAAATSSSPSSSSAASSSSPGSRKMVVSAEMCCFCFDVLYCHLYGYQQPRTPRFTNEPYPLFVTWKIGRDKRLRGCIGTFSAMNLHSGLREYTLTSALKDSRFPPMTRDELPRLFCSVSLLTNFEDVCDYLDWEVGVHGIRIEFINEKGSKRTATYLPEVAKEQGWDHIQTIDSLLRKGGYKAPITNEFRKTIKLTRYRSE.... Result: 0 (no interaction). (9) The miRNA is hsa-miR-4451 with sequence UGGUAGAGCUGAGGACA. The protein sequence of the target gene is MPGPRVWGKYLWRSPHSKGCPGAMWWLLLWGVLQACPTRGSVLLAQELPQQLTSPGYPEPYGKGQESSTDIKAPEGFAVRLVFQDFDLEPSQDCAGDSVTISFVGSDPSQFCGQQGSPLGRPPGQREFVSSGRSLRLTFRTQPSSENKTAHLHKGFLALYQTVAVNYSQPISEASRGSEAINAPGDNPAKVQNHCQEPYYQAAAAGALTCATPGTWKDRQDGEEVLQCMPVCGRPVTPIAQNQTTLGSSRAKLGNFPWQAFTSIHGRGGGALLGDRWILTAAHTIYPKDSVSLRKNQSVN.... Result: 1 (interaction). (10) The miRNA is hsa-miR-6500-3p with sequence ACACUUGUUGGGAUGACCUGC. The protein sequence of the target gene is MGSVLSTDSGKSAPASATARALERRRDPELPVTSFDCAVCLEVLHQPVRTRCGHVFCRSCIATSLKNNKWTCPYCRAYLPSEGVPATDVAKRMKSEYKNCAECDTLVCLSEMRAHIRTCQKYIDKYGPLQELEETAARCVCPFCQRELYEDSLLDHCITHHRSERRPVFCPLCRLIPDENPSSFSGSLIRHLQVSHTLFYDDFIDFNIIEEALIRRVLDRSLLEYVNHSNTT. Result: 1 (interaction).